This data is from Forward reaction prediction with 1.9M reactions from USPTO patents (1976-2016). The task is: Predict the product of the given reaction. (1) Given the reactants [NH2:1][C@H:2]([C:4]1[O:5][C:6]2[C:11]([C:12](=[O:20])[C:13]=1[C:14]1[CH:19]=[CH:18][CH:17]=[CH:16][CH:15]=1)=[CH:10][C:9]([F:21])=[CH:8][CH:7]=2)[CH3:3].[C:22]([O:26][C:27]([NH:29][C:30]1[C:38]([C:39](O)=[O:40])=[C:33]2[N:34]=[CH:35][CH:36]=[CH:37][N:32]2[N:31]=1)=[O:28])([CH3:25])([CH3:24])[CH3:23].C1C=CC2N(O)N=NC=2C=1.C(Cl)CCl.C(N(C(C)C)CC)(C)C, predict the reaction product. The product is: [F:21][C:9]1[CH:10]=[C:11]2[C:6](=[CH:7][CH:8]=1)[O:5][C:4]([C@@H:2]([NH:1][C:39]([C:38]1[C:30]([NH:29][C:27](=[O:28])[O:26][C:22]([CH3:24])([CH3:23])[CH3:25])=[N:31][N:32]3[CH:37]=[CH:36][CH:35]=[N:34][C:33]=13)=[O:40])[CH3:3])=[C:13]([C:14]1[CH:19]=[CH:18][CH:17]=[CH:16][CH:15]=1)[C:12]2=[O:20]. (2) Given the reactants [Cl:1][C:2]1[N:11]=[CH:10][C:9]2[NH:8][C:7](=[O:12])[C@H:6]([CH2:13][CH3:14])[N:5]([CH:15]([CH3:17])[CH3:16])[C:4]=2[N:3]=1.[C:18]1(C)C=CC(S(OC)(=O)=O)=CC=1.C(=O)([O-])[O-].[K+].[K+], predict the reaction product. The product is: [Cl:1][C:2]1[N:11]=[CH:10][C:9]2[N:8]([CH3:18])[C:7](=[O:12])[C@H:6]([CH2:13][CH3:14])[N:5]([CH:15]([CH3:16])[CH3:17])[C:4]=2[N:3]=1. (3) Given the reactants Cl.[Cl:2][C:3]1[CH:4]=[C:5]([CH:15]([NH2:17])[CH3:16])[CH:6]=[N:7][C:8]=1[O:9][CH2:10][C:11]([F:14])([F:13])[F:12].[NH2:18][C:19]1[O:20][C:21]([C:24](O)=[O:25])=[CH:22][N:23]=1, predict the reaction product. The product is: [NH2:18][C:19]1[O:20][C:21]([C:24]([NH:17][CH:15]([C:5]2[CH:6]=[N:7][C:8]([O:9][CH2:10][C:11]([F:12])([F:13])[F:14])=[C:3]([Cl:2])[CH:4]=2)[CH3:16])=[O:25])=[CH:22][N:23]=1. (4) Given the reactants C(O[C:6](=[O:19])[NH:7][C:8]1[C:17]2[C:12](=[CH:13][CH:14]=[CH:15][CH:16]=2)[C:11]([OH:18])=[CH:10][CH:9]=1)(C)(C)C.[F:20][C:21]1[CH:22]=[C:23]([CH:27]=[C:28]([N:30]2[CH2:35][CH2:34][CH2:33][CH2:32][CH2:31]2)[CH:29]=1)C(O)=O.[CH3:36][O:37][C:38]1[CH:39]=[C:40]([CH2:46][CH2:47]O)[CH:41]=[CH:42][C:43]=1[O:44][CH3:45], predict the reaction product. The product is: [CH3:36][O:37][C:38]1[CH:39]=[C:40]([CH2:46][CH2:47][O:18][C:11]2[C:12]3[C:17](=[CH:16][CH:15]=[CH:14][CH:13]=3)[C:8]([NH:7][C:6](=[O:19])[C:23]3[CH:27]=[C:28]([N:30]4[CH2:31][CH2:32][CH2:33][CH2:34][CH2:35]4)[CH:29]=[C:21]([F:20])[CH:22]=3)=[CH:9][CH:10]=2)[CH:41]=[CH:42][C:43]=1[O:44][CH3:45]. (5) Given the reactants [Cl:1][C:2]1[CH:7]=[CH:6][C:5]([CH2:8][C@@H:9]([NH:29][C:30]([C@@H:32]2[CH2:41][C:40]3[C:35](=[CH:36][CH:37]=[CH:38][CH:39]=3)[CH2:34][N:33]2C(OC(C)(C)C)=O)=[O:31])[C:10]([N:12]2[CH2:17][CH2:16][CH:15]([C:18]3[CH:23]=[CH:22][CH:21]=[CH:20][C:19]=3[NH:24][C:25]([O:27][CH3:28])=[O:26])[CH2:14][CH2:13]2)=[O:11])=[CH:4][CH:3]=1.[C:49]([OH:55])([C:51]([F:54])([F:53])[F:52])=[O:50], predict the reaction product. The product is: [F:52][C:51]([F:54])([F:53])[C:49]([OH:55])=[O:50].[Cl:1][C:2]1[CH:7]=[CH:6][C:5]([CH2:8][C@@H:9]([NH:29][C:30]([C@@H:32]2[CH2:41][C:40]3[C:35](=[CH:36][CH:37]=[CH:38][CH:39]=3)[CH2:34][NH:33]2)=[O:31])[C:10]([N:12]2[CH2:17][CH2:16][CH:15]([C:18]3[CH:23]=[CH:22][CH:21]=[CH:20][C:19]=3[NH:24][C:25]([O:27][CH3:28])=[O:26])[CH2:14][CH2:13]2)=[O:11])=[CH:4][CH:3]=1. (6) Given the reactants [CH2:1]([N:5]([S:19]([C:22]1[CH:27]=[CH:26][C:25]([CH3:28])=[CH:24][CH:23]=1)(=[O:21])=[O:20])[C@H:6]([C:16]([OH:18])=[O:17])[CH2:7][CH2:8][CH2:9][CH2:10][NH:11][C:12](=[O:15])[CH2:13]I)[CH:2]([CH3:4])[CH3:3].CCN(C(C)C)C(C)C.[NH2:38][C:39]1[CH:40]=[N:41][C:42]2[C:47]([CH:48]=1)=[CH:46][CH:45]=[CH:44][CH:43]=2, predict the reaction product. The product is: [CH3:28][C:25]1[CH:26]=[CH:27][C:22]([S:19]([N:5]([C@H:6]([C:16]([OH:18])=[O:17])[CH2:7][CH2:8][CH2:9][CH2:10][NH:11][C:12]([CH2:13][NH:38][C:39]2[CH:40]=[N:41][C:42]3[C:47](=[CH:46][CH:45]=[CH:44][CH:43]=3)[CH:48]=2)=[O:15])[CH2:1][CH:2]([CH3:4])[CH3:3])(=[O:21])=[O:20])=[CH:23][CH:24]=1. (7) Given the reactants [CH3:1][C@@H:2]1[C@@H:9]2[C@@H:5]([CH2:6][N:7]([C:10]([O:12][CH2:13][C:14]3[CH:19]=[CH:18][CH:17]=[CH:16][CH:15]=3)=[O:11])[CH2:8]2)[CH2:4][C:3]1=O.[C:21]([BH3-])#[N:22].[Na+], predict the reaction product. The product is: [CH3:1][C@@H:2]1[C@@H:9]2[C@@H:5]([CH2:6][N:7]([C:10]([O:12][CH2:13][C:14]3[CH:19]=[CH:18][CH:17]=[CH:16][CH:15]=3)=[O:11])[CH2:8]2)[CH2:4][C@H:3]1[NH:22][CH3:21].